From a dataset of Reaction yield outcomes from USPTO patents with 853,638 reactions. Predict the reaction yield, written as a fraction of the theoretical maximum amount of product (1.0 means a 100% yield; for example, 0.34 means a 34% yield). The reactants are [CH2:1]([O:3][C:4](=[O:27])[C:5]([O:8][C:9]1[CH:14]=[C:13]([O:15]CC2C=CC=CC=2)[CH:12]=[CH:11][C:10]=1[CH:23]=[CH:24][CH2:25][CH3:26])([CH3:7])[CH3:6])[CH3:2].[H][H]. The catalyst is C(O)C.[Pd]. The product is [CH2:1]([O:3][C:4](=[O:27])[C:5]([O:8][C:9]1[CH:14]=[C:13]([OH:15])[CH:12]=[CH:11][C:10]=1[CH2:23][CH2:24][CH2:25][CH3:26])([CH3:6])[CH3:7])[CH3:2]. The yield is 0.900.